Dataset: Reaction yield outcomes from USPTO patents with 853,638 reactions. Task: Predict the reaction yield, written as a fraction of the theoretical maximum amount of product (1.0 means a 100% yield; for example, 0.34 means a 34% yield). The reactants are [Br:1][C:2]1[CH:3]=[C:4]([CH:7]=[CH:8][C:9]=1[OH:10])[CH:5]=[O:6].C([O-])([O-])=O.[K+].[K+].Br[CH2:18][C:19]([CH3:21])=[CH2:20]. The catalyst is CN(C=O)C. The product is [Br:1][C:2]1[CH:3]=[C:4]([CH:7]=[CH:8][C:9]=1[O:10][CH2:20][C:19]([CH3:21])=[CH2:18])[CH:5]=[O:6]. The yield is 0.990.